Dataset: Catalyst prediction with 721,799 reactions and 888 catalyst types from USPTO. Task: Predict which catalyst facilitates the given reaction. (1) Reactant: [CH2:1]([O:8][C:9]([N:11]1[CH2:15][C@H:14]([O:16][C:17]([CH3:20])([CH3:19])[CH3:18])[CH2:13][C@H:12]1[CH2:21]O)=[O:10])[C:2]1[CH:7]=[CH:6][CH:5]=[CH:4][CH:3]=1.[C:23]1(=[O:33])[NH:27][C:26](=[O:28])[C:25]2=[CH:29][CH:30]=[CH:31][CH:32]=[C:24]12.C1(P(C2C=CC=CC=2)C2C=CC=CC=2)C=CC=CC=1.CCOC(/N=N/C(OCC)=O)=O. Product: [CH2:1]([O:8][C:9]([N:11]1[CH2:15][C@H:14]([O:16][C:17]([CH3:18])([CH3:19])[CH3:20])[CH2:13][C@H:12]1[CH2:21][N:27]1[C:23](=[O:33])[C:24]2[C:25](=[CH:29][CH:30]=[CH:31][CH:32]=2)[C:26]1=[O:28])=[O:10])[C:2]1[CH:3]=[CH:4][CH:5]=[CH:6][CH:7]=1. The catalyst class is: 1. (2) Reactant: [CH2:1]([O:9][CH2:10][CH2:11][S:12][CH2:13][CH2:14][CH2:15][OH:16])[CH2:2][C:3]1[CH:8]=[CH:7][CH:6]=[CH:5][CH:4]=1.C(N(CC)CC)C. Product: [CH2:1]([O:9][CH2:10][CH2:11][S:12][CH2:13][CH2:14][CH:15]=[O:16])[CH2:2][C:3]1[CH:8]=[CH:7][CH:6]=[CH:5][CH:4]=1. The catalyst class is: 764. (3) The catalyst class is: 35. Reactant: Cl[CH2:2][CH2:3][CH2:4][CH:5]1[O:9][CH2:8][CH2:7][O:6]1.[N:10]([CH:13]([C:31]1[CH:36]=[CH:35][CH:34]=[CH:33][CH:32]=1)[C:14]1[CH:15]=[C:16]([CH:28]=[CH:29][CH:30]=1)[O:17][CH2:18][C:19]1[CH:27]=[CH:26][C:22]([C:23]([OH:25])=[O:24])=[CH:21][CH:20]=1)=[N+:11]=[N-:12].C(=O)([O-])[O-].[K+].[K+]. Product: [N:10]([CH:13]([C:31]1[CH:36]=[CH:35][CH:34]=[CH:33][CH:32]=1)[C:14]1[CH:15]=[C:16]([CH:28]=[CH:29][CH:30]=1)[O:17][CH2:18][C:19]1[CH:27]=[CH:26][C:22]([C:23]([O:25][CH2:2][CH2:3][CH2:4][CH:5]2[O:9][CH2:8][CH2:7][O:6]2)=[O:24])=[CH:21][CH:20]=1)=[N+:11]=[N-:12]. (4) Reactant: Cl[C:2]1[N:7]=[C:6]([O:8][C:9]2[CH:14]=[CH:13][CH:12]=[C:11]([N+:15]([O-:17])=[O:16])[CH:10]=2)[C:5]([Cl:18])=[CH:4][N:3]=1.[CH3:19][N:20]1[CH2:25][CH2:24][CH:23]([N:26]2[CH:30]=[C:29]([NH2:31])[CH:28]=[N:27]2)[CH2:22][CH2:21]1.FC(F)(F)C(O)=O.C([O-])(O)=O.[Na+]. Product: [Cl:18][C:5]1[C:6]([O:8][C:9]2[CH:14]=[CH:13][CH:12]=[C:11]([N+:15]([O-:17])=[O:16])[CH:10]=2)=[N:7][C:2]([NH:31][C:29]2[CH:28]=[N:27][N:26]([CH:23]3[CH2:24][CH2:25][N:20]([CH3:19])[CH2:21][CH2:22]3)[CH:30]=2)=[N:3][CH:4]=1. The catalyst class is: 868. (5) Reactant: FC(F)(F)C(O)=O.[CH3:8][C:9]1[CH:14]=[CH:13][C:12]([C:15]2[NH:16][C:17](=[O:33])[N:18]([CH:20]3[CH2:25][CH2:24][N:23](C(OC(C)(C)C)=O)[CH2:22][CH2:21]3)[CH:19]=2)=[CH:11][CH:10]=1. Product: [CH3:8][C:9]1[CH:14]=[CH:13][C:12]([C:15]2[NH:16][C:17](=[O:33])[N:18]([CH:20]3[CH2:25][CH2:24][NH:23][CH2:22][CH2:21]3)[CH:19]=2)=[CH:11][CH:10]=1. The catalyst class is: 4.